From a dataset of Forward reaction prediction with 1.9M reactions from USPTO patents (1976-2016). Predict the product of the given reaction. (1) Given the reactants [Se:1]1[CH:5]=[CH:4][CH:3]=[C:2]1[C:6]1[Se:7][CH:8]=[CH:9][C:10]=1[C:11]1[Se:12][CH:13]=[CH:14][C:15]=1[C:16]1[Se:17][CH:18]=[CH:19][CH:20]=1.C1C(=O)N([Br:28])C(=O)C1, predict the reaction product. The product is: [Br:28][C:2]1([C:6]2[Se:7][CH:8]=[CH:9][C:10]=2[C:11]2[Se:12][CH:13]=[CH:14][C:15]=2[C:16]2[Se:17][CH:18]=[CH:19][CH:20]=2)[CH2:3][CH:4]=[CH:5][Se:1]1. (2) The product is: [O:39]1[C:32]2([CH2:31][CH2:30][CH:29]([N:3]3[C:2](=[O:1])[C:7]([CH2:8][C:9]4[CH:10]=[CH:11][C:12]([C:15]5[C:16]([C:21]#[N:22])=[CH:17][CH:18]=[CH:19][CH:20]=5)=[CH:13][CH:14]=4)=[C:6]([CH2:23][CH2:24][CH3:25])[N:5]4[N:26]=[CH:27][N:28]=[C:4]34)[CH2:34][CH2:33]2)[O:35][CH2:36][CH2:37][CH2:38]1. Given the reactants [O:1]=[C:2]1[C:7]([CH2:8][C:9]2[CH:14]=[CH:13][C:12]([C:15]3[C:16]([C:21]#[N:22])=[CH:17][CH:18]=[CH:19][CH:20]=3)=[CH:11][CH:10]=2)=[C:6]([CH2:23][CH2:24][CH3:25])[N:5]2[N:26]=[CH:27][N:28]=[C:4]2[N:3]1[CH:29]1[CH2:34][CH2:33][C:32](=[O:35])[CH2:31][CH2:30]1.[CH2:36](O)[CH2:37][CH2:38][OH:39], predict the reaction product. (3) The product is: [CH3:1][S:2]([NH:5][C:8]([C:7]1[CH:17]=[CH:16][CH:15]=[CH:14][C:13]=1[NH2:12])=[O:9])(=[O:4])=[O:3]. Given the reactants [CH3:1][S:2]([NH2:5])(=[O:4])=[O:3].[Li].[C:7]12[C:13](=[CH:14][CH:15]=[CH:16][CH:17]=1)[NH:12]C(=O)O[C:8]2=[O:9].Cl, predict the reaction product. (4) Given the reactants [F:1][C:2]([F:47])([F:46])[C:3]1[CH:8]=[CH:7][C:6]([C:9]2[CH2:14][CH2:13][CH2:12][CH2:11][C:10]=2[C:15]([NH:17][C:18]2[CH:23]=[CH:22][C:21]([N:24]3[CH2:29][CH2:28][N:27]([CH2:30][CH2:31][C:32]4[N:37]=[C:36]([NH:38]C(=O)OC(C)(C)C)[CH:35]=[CH:34][CH:33]=4)[CH2:26][CH2:25]3)=[CH:20][CH:19]=2)=[O:16])=[CH:5][CH:4]=1.FC(F)(F)C(O)=O, predict the reaction product. The product is: [NH2:38][C:36]1[N:37]=[C:32]([CH2:31][CH2:30][N:27]2[CH2:26][CH2:25][N:24]([C:21]3[CH:20]=[CH:19][C:18]([NH:17][C:15]([C:10]4[CH2:11][CH2:12][CH2:13][CH2:14][C:9]=4[C:6]4[CH:5]=[CH:4][C:3]([C:2]([F:1])([F:47])[F:46])=[CH:8][CH:7]=4)=[O:16])=[CH:23][CH:22]=3)[CH2:29][CH2:28]2)[CH:33]=[CH:34][CH:35]=1. (5) The product is: [CH3:30][S:31]([O:14][C@@H:12]([C:6]1[O:7][C:8]2[C:3]([C:4](=[O:22])[C:5]=1[C:15]1[CH:20]=[CH:19][CH:18]=[C:17]([F:21])[CH:16]=1)=[C:2]([F:1])[CH:11]=[CH:10][CH:9]=2)[CH3:13])(=[O:33])=[O:32]. Given the reactants [F:1][C:2]1[CH:11]=[CH:10][CH:9]=[C:8]2[C:3]=1[C:4](=[O:22])[C:5]([C:15]1[CH:20]=[CH:19][CH:18]=[C:17]([F:21])[CH:16]=1)=[C:6]([CH:12]([OH:14])[CH3:13])[O:7]2.C(N(CC)CC)C.[CH3:30][S:31](Cl)(=[O:33])=[O:32], predict the reaction product. (6) Given the reactants Cl.[NH2:2][C:3]([NH:5][C:6]1[CH:14]=[CH:13][C:9]([C:10]([OH:12])=[O:11])=[C:8]([O:15][CH3:16])[CH:7]=1)=[NH:4].C(=O)([O-])[O-].[K+].[K+].[Cl:23][C:24]1[CH:48]=[CH:47][C:27]2[C:28](=O)[C:29](=[CH:42]N(C)C)[CH2:30][N:31]=[C:32]([C:33]3[C:38]([O:39][CH3:40])=[CH:37][CH:36]=[CH:35][C:34]=3[F:41])[C:26]=2[CH:25]=1.Cl, predict the reaction product. The product is: [Cl:23][C:24]1[CH:48]=[CH:47][C:27]2[C:28]3[N:2]=[C:3]([NH:5][C:6]4[CH:14]=[CH:13][C:9]([C:10]([OH:12])=[O:11])=[C:8]([O:15][CH3:16])[CH:7]=4)[N:4]=[CH:42][C:29]=3[CH2:30][N:31]=[C:32]([C:33]3[C:38]([O:39][CH3:40])=[CH:37][CH:36]=[CH:35][C:34]=3[F:41])[C:26]=2[CH:25]=1. (7) Given the reactants [C:1]([O:5][C:6](=[O:32])[NH:7][C:8]1[CH:13]=[CH:12][CH:11]=[C:10]([O:14][C:15]2[C:20]([C:21](=[O:29])[NH:22][C:23]3[CH:28]=[CH:27][CH:26]=[CH:25][CH:24]=3)=[CH:19][N:18]=[C:17](SC)[N:16]=2)[CH:9]=1)([CH3:4])([CH3:3])[CH3:2].C(N(CC)CC)C.[S:40](Cl)([CH3:43])(=[O:42])=[O:41], predict the reaction product. The product is: [C:1]([O:5][C:6](=[O:32])[NH:7][C:8]1[CH:13]=[CH:12][CH:11]=[C:10]([O:14][C:15]2[C:20]([C:21](=[O:29])[NH:22][C:23]3[CH:24]=[CH:25][CH:26]=[CH:27][CH:28]=3)=[CH:19][N:18]=[C:17]([S:40]([CH3:43])(=[O:42])=[O:41])[N:16]=2)[CH:9]=1)([CH3:4])([CH3:2])[CH3:3]. (8) Given the reactants [CH2:1]([N:8]1[C:12](=[O:13])[N:11]([CH2:14][C:15]2[CH:20]=[CH:19][C:18]([CH3:21])=[CH:17][CH:16]=2)[N:10]=[C:9]1[CH2:22][OH:23])[CH2:2][CH2:3][CH2:4][CH2:5][CH2:6][CH3:7].C([O:28][C:29](=[O:43])[C:30]([CH3:42])([O:32][C:33]1[CH:41]=[CH:40][C:36]([C:37](O)=[O:38])=[CH:35][CH:34]=1)[CH3:31])(C)(C)C.C(Cl)CCl, predict the reaction product. The product is: [CH2:1]([N:8]1[C:12](=[O:13])[N:11]([CH2:14][C:15]2[CH:16]=[CH:17][C:18]([CH3:21])=[CH:19][CH:20]=2)[N:10]=[C:9]1[CH2:22][O:23][C:37]([C:36]1[CH:40]=[CH:41][C:33]([O:32][C:30]([CH3:31])([CH3:42])[C:29]([OH:43])=[O:28])=[CH:34][CH:35]=1)=[O:38])[CH2:2][CH2:3][CH2:4][CH2:5][CH2:6][CH3:7]. (9) Given the reactants [NH2:1][C:2]1[CH:7]=[CH:6][N:5]([CH2:8][CH:9]([F:32])[CH2:10][CH2:11][N:12]2[CH:16]=[C:15]([C:17]([NH:19][CH2:20][C:21]3[CH:26]=[CH:25][CH:24]=[C:23]([O:27][C:28]([F:31])([F:30])[F:29])[CH:22]=3)=[O:18])[N:14]=[N:13]2)[C:4](=[O:33])[C:3]=1[F:34].N1C=CC=CC=1.C(P1(=O)OP(CCC)(=O)OP(CCC)(=O)O1)CC.[C:59]([O:63][C:64]([N:66]1[CH2:71][CH2:70][CH:69]([CH2:72][C:73](O)=[O:74])[CH2:68][CH2:67]1)=[O:65])([CH3:62])([CH3:61])[CH3:60], predict the reaction product. The product is: [F:34][C:3]1[C:4](=[O:33])[N:5]([CH2:8][CH:9]([F:32])[CH2:10][CH2:11][N:12]2[CH:16]=[C:15]([C:17](=[O:18])[NH:19][CH2:20][C:21]3[CH:26]=[CH:25][CH:24]=[C:23]([O:27][C:28]([F:29])([F:30])[F:31])[CH:22]=3)[N:14]=[N:13]2)[CH:6]=[CH:7][C:2]=1[NH:1][C:73](=[O:74])[CH2:72][CH:69]1[CH2:70][CH2:71][N:66]([C:64]([O:63][C:59]([CH3:61])([CH3:60])[CH3:62])=[O:65])[CH2:67][CH2:68]1. (10) Given the reactants I[C:2]1[CH:7]=[C:6]([C:8]([F:11])([F:10])[F:9])[CH:5]=[C:4]([N+:12]([O-:14])=[O:13])[CH:3]=1.[CH3:15][N:16]1[CH2:21][CH2:20][NH:19][CH2:18][CH2:17]1.CC(C)([O-])C.[Na+].C1(C)C=CC=CC=1, predict the reaction product. The product is: [CH3:15][N:16]1[CH2:21][CH2:20][N:19]([C:2]2[CH:7]=[C:6]([C:8]([F:11])([F:10])[F:9])[CH:5]=[C:4]([N+:12]([O-:14])=[O:13])[CH:3]=2)[CH2:18][CH2:17]1.